From a dataset of Full USPTO retrosynthesis dataset with 1.9M reactions from patents (1976-2016). Predict the reactants needed to synthesize the given product. Given the product [Cl:1][C:2]1[CH:3]=[C:4]([CH:7]=[CH:8][C:9]=1[O:19][C:15]1[CH:16]=[CH:17][CH:18]=[C:13]([C:12]([F:11])([F:20])[F:21])[CH:14]=1)[CH:5]=[O:6], predict the reactants needed to synthesize it. The reactants are: [Cl:1][C:2]1[CH:3]=[C:4]([CH:7]=[CH:8][C:9]=1F)[CH:5]=[O:6].[F:11][C:12]([F:21])([F:20])[C:13]1[CH:14]=[C:15]([OH:19])[CH:16]=[CH:17][CH:18]=1.